Dataset: Forward reaction prediction with 1.9M reactions from USPTO patents (1976-2016). Task: Predict the product of the given reaction. (1) Given the reactants [NH2:1][CH:2]([CH2:5][C:6]1[CH:11]=[CH:10][C:9]([I:12])=[CH:8][CH:7]=1)[CH2:3][OH:4].I[CH3:14], predict the reaction product. The product is: [I:12][C:9]1[CH:8]=[CH:7][C:6]([CH2:5][CH:2]([NH2:1])[CH2:3][O:4][CH3:14])=[CH:11][CH:10]=1. (2) Given the reactants [CH3:1][O:2][C:3](=[O:33])[CH2:4][NH:5][C:6]1[CH:11]=[CH:10][C:9]([N:12]2[CH:16]=[C:15]([C:17]3[CH:22]=[CH:21][C:20]([Cl:23])=[CH:19][C:18]=3[Cl:24])[N:14]=[C:13]2[CH2:25][C:26]2[CH:31]=[CH:30][C:29](Br)=[CH:28][CH:27]=2)=[CH:8][CH:7]=1.[CH:34]1([CH2:39][CH:40]([C:42]2[CH:47]=[CH:46][C:45](B3OC(C)(C)C(C)(C)O3)=[CH:44][CH:43]=2)[OH:41])[CH2:38][CH2:37][CH2:36][CH2:35]1, predict the reaction product. The product is: [CH3:1][O:2][C:3](=[O:33])[CH2:4][NH:5][C:6]1[CH:11]=[CH:10][C:9]([N:12]2[CH:16]=[C:15]([C:17]3[CH:22]=[CH:21][C:20]([Cl:23])=[CH:19][C:18]=3[Cl:24])[N:14]=[C:13]2[CH2:25][C:26]2[CH:31]=[CH:30][C:29]([C:45]3[CH:46]=[CH:47][C:42]([CH:40]([OH:41])[CH2:39][CH:34]4[CH2:35][CH2:36][CH2:37][CH2:38]4)=[CH:43][CH:44]=3)=[CH:28][CH:27]=2)=[CH:8][CH:7]=1. (3) The product is: [NH2:2][C:3]1[N:8]=[CH:7][N:6]=[C:5]2[N:9]([C@@H:28]3[CH2:32][CH2:31][N:30]([C:33](=[O:38])[C:34]#[C:35][CH2:36][CH3:37])[CH2:29]3)[N:10]=[C:11]([C:12]3[CH:13]=[CH:14][C:15]([C:16]([NH:18][C:19]4[CH:24]=[C:23]([CH3:25])[CH:22]=[CH:21][N:20]=4)=[O:17])=[CH:26][CH:27]=3)[C:4]=12.[ClH:1]. Given the reactants [ClH:1].[NH2:2][C:3]1[N:8]=[CH:7][N:6]=[C:5]2[N:9]([C@@H:28]3[CH2:32][CH2:31][NH:30][CH2:29]3)[N:10]=[C:11]([C:12]3[CH:27]=[CH:26][C:15]([C:16]([NH:18][C:19]4[CH:24]=[C:23]([CH3:25])[CH:22]=[CH:21][N:20]=4)=[O:17])=[CH:14][CH:13]=3)[C:4]=12.[C:33](O)(=[O:38])[C:34]#[C:35][CH2:36][CH3:37].C(N(C(C)C)CC)(C)C.C1CN([P+](ON2N=NC3C=CC=CC2=3)(N2CCCC2)N2CCCC2)CC1.F[P-](F)(F)(F)(F)F.C(O)(C(F)(F)F)=O, predict the reaction product. (4) Given the reactants [CH3:1][N:2]1[CH:6]=[C:5]([C:7]2[CH:8]=[N:9][C:10]3[C:15]([CH:16]=2)=[CH:14][C:13]([CH2:17][C:18]([NH:20][NH2:21])=O)=[CH:12][CH:11]=3)[CH:4]=[N:3]1.[Cl:22][C:23]1[N:24]=[N:25][C:26](Cl)=[CH:27][CH:28]=1, predict the reaction product. The product is: [Cl:22][C:23]1[CH:28]=[CH:27][C:26]2[N:20]([C:18]([CH2:17][C:13]3[CH:14]=[C:15]4[C:10](=[CH:11][CH:12]=3)[N:9]=[CH:8][C:7]([C:5]3[CH:4]=[N:3][N:2]([CH3:1])[CH:6]=3)=[CH:16]4)=[N:24][N:25]=2)[N:21]=1. (5) Given the reactants [H-].[Na+].[Br-].C1([P+](C2C=CC=CC=2)(C2C=CC=CC=2)[CH:11]2[CH2:13][CH2:12]2)C=CC=CC=1.[CH:26]([C:28]1[C:36]2[C:31](=[CH:32][CH:33]=[CH:34][CH:35]=2)[N:30]([CH2:37][C:38]2[CH:43]=[CH:42][CH:41]=[C:40]([C:44]([F:47])([F:46])[F:45])[CH:39]=2)[C:29]=1[C:48]([O:50][CH2:51][CH3:52])=[O:49])=O, predict the reaction product. The product is: [C:11]1(=[CH:26][C:28]2[C:36]3[C:31](=[CH:32][CH:33]=[CH:34][CH:35]=3)[N:30]([CH2:37][C:38]3[CH:43]=[CH:42][CH:41]=[C:40]([C:44]([F:46])([F:45])[F:47])[CH:39]=3)[C:29]=2[C:48]([O:50][CH2:51][CH3:52])=[O:49])[CH2:13][CH2:12]1. (6) Given the reactants [S:1]1[CH:5]=[CH:4][CH:3]=[C:2]1[S:6]([N:9]1[CH2:14][CH2:13][N:12]([C:15]2[CH:20]=[CH:19][C:18]([C@@:21]([OH:27])([CH3:26])[C:22]([F:25])([F:24])[F:23])=[CH:17][CH:16]=2)[C@@H:11]([CH2:28][N:29]2[CH2:34][CH2:33][O:32][CH2:31][C@@H:30]2[CH2:35][NH:36][S:37]([CH3:40])(=[O:39])=[O:38])[CH2:10]1)(=[O:8])=[O:7].S1C=CC=C1S(N1CCN(C2C=CC([C@@](O)(C)C(F)(F)F)=CC=2)[C@@H](CN2CCOC[C@H]2CNS(C)(=O)=O)C1)(=O)=O.S1C=CC=C1S(N1CCN(C2C=CC([C@](O)(C)C(F)(F)F)=CC=2)[C@@H](CN2CCOC[C@@H]2CNS(C)(=O)=O)C1)(=O)=O, predict the reaction product. The product is: [S:1]1[CH:5]=[CH:4][CH:3]=[C:2]1[S:6]([N:9]1[CH2:14][CH2:13][N:12]([C:15]2[CH:20]=[CH:19][C:18]([C@:21]([OH:27])([CH3:26])[C:22]([F:23])([F:25])[F:24])=[CH:17][CH:16]=2)[C@@H:11]([CH2:28][N:29]2[CH2:34][CH2:33][O:32][CH2:31][C@H:30]2[CH2:35][NH:36][S:37]([CH3:40])(=[O:38])=[O:39])[CH2:10]1)(=[O:7])=[O:8]. (7) Given the reactants [NH:1]1[C:5]2=[N:6][CH:7]=[CH:8][CH:9]=[C:4]2[CH:3]=[CH:2]1.[F:10][C:11]1[CH:16]=[CH:15][CH:14]=[CH:13][C:12]=1[N:17]1[CH2:22][CH2:21][NH:20][CH2:19][CH2:18]1.[C:23]([O-])(=O)C.[Na+].C=O, predict the reaction product. The product is: [F:10][C:11]1[CH:16]=[CH:15][CH:14]=[CH:13][C:12]=1[N:17]1[CH2:22][CH2:21][N:20]([CH2:23][C:2]2[NH:1][C:5]3=[N:6][CH:7]=[CH:8][CH:9]=[C:4]3[CH:3]=2)[CH2:19][CH2:18]1.